From a dataset of Full USPTO retrosynthesis dataset with 1.9M reactions from patents (1976-2016). Predict the reactants needed to synthesize the given product. (1) Given the product [OH:9][C:7]1[CH:6]=[C:5]([C:12]([F:13])([F:14])[F:15])[S:18][C:17]=1[C:16]([O:20][CH3:21])=[O:19], predict the reactants needed to synthesize it. The reactants are: [OH-].[K+].CO[C:5]([C:12]([F:15])([F:14])[F:13])=[CH:6][C:7]([O:9]CC)=O.[C:16]([O:20][CH3:21])(=[O:19])[CH2:17][SH:18].S(=O)(=O)(O)O. (2) Given the product [CH2:38]([C:40]1[S:41][CH:42]=[C:43](/[CH:45]=[CH:24]\[C:23]2[C:19]([O:18][CH2:17][C:16]3[CH:32]=[CH:33][C:13]([O:12][CH2:11][C:9]4[N:10]=[C:6]([C:2]5[O:1][CH:5]=[CH:4][CH:3]=5)[O:7][C:8]=4[CH3:36])=[C:14]([O:34][CH3:35])[CH:15]=3)=[N:20][N:21]([C:26]3[CH:31]=[CH:30][CH:29]=[CH:28][CH:27]=3)[CH:22]=2)[N:44]=1)[CH3:39], predict the reactants needed to synthesize it. The reactants are: [O:1]1[CH:5]=[CH:4][CH:3]=[C:2]1[C:6]1[O:7][C:8]([CH3:36])=[C:9]([CH2:11][O:12][C:13]2[CH:33]=[CH:32][C:16]([CH2:17][O:18][C:19]3[C:23]([CH:24]=O)=[CH:22][N:21]([C:26]4[CH:31]=[CH:30][CH:29]=[CH:28][CH:27]=4)[N:20]=3)=[CH:15][C:14]=2[O:34][CH3:35])[N:10]=1.[Cl-].[CH2:38]([C:40]1[S:41][CH:42]=[C:43]([CH2:45][P+](C2C=CC=CC=2)(C2C=CC=CC=2)C2C=CC=CC=2)[N:44]=1)[CH3:39].C(=O)([O-])[O-].[K+].[K+].CN(C)C=O. (3) Given the product [C:25]([C:20]1([NH:19][C:18]([CH:17]2[N:13]([C:11](=[O:12])[CH:10]([NH:9][C:7]([O:6][CH:1]3[CH2:5][CH2:4][CH2:3][CH2:2]3)=[O:8])[C:43]([CH3:46])([CH3:45])[CH3:44])[CH2:14][CH:15]([O:30][C:31]([N:33]3[CH2:41][C:40]4[C:35](=[CH:36][CH:37]=[CH:38][C:39]=4[F:42])[CH2:34]3)=[O:32])[CH2:16]2)=[O:29])[CH2:22][CH:21]1[CH:23]=[CH2:24])([OH:27])=[O:26], predict the reactants needed to synthesize it. The reactants are: [CH:1]1([O:6][C:7]([NH:9][CH:10]([C:43]([CH3:46])([CH3:45])[CH3:44])[C:11]([N:13]2[CH:17]([C:18](=[O:29])[NH:19][C:20]3([C:25]([O:27]C)=[O:26])[CH2:22][CH:21]3[CH:23]=[CH2:24])[CH2:16][CH:15]([O:30][C:31]([N:33]3[CH2:41][C:40]4[C:35](=[CH:36][CH:37]=[CH:38][C:39]=4[F:42])[CH2:34]3)=[O:32])[CH2:14]2)=[O:12])=[O:8])[CH2:5][CH2:4][CH2:3][CH2:2]1.[OH-].[Li+]. (4) The reactants are: [NH:1]1[CH2:6][CH2:5][CH2:4][CH:3]([C:7](=[O:9])[CH3:8])[CH2:2]1.CCN(C(C)C)C(C)C.[CH:19]1[CH:24]=[CH:23][C:22]([CH2:25][O:26][C:27](Cl)=[O:28])=[CH:21][CH:20]=1. Given the product [C:7]([CH:3]1[CH2:4][CH2:5][CH2:6][N:1]([C:27]([O:26][CH2:25][C:22]2[CH:23]=[CH:24][CH:19]=[CH:20][CH:21]=2)=[O:28])[CH2:2]1)(=[O:9])[CH3:8], predict the reactants needed to synthesize it. (5) Given the product [CH2:10]([S:13]([N:16]1[CH2:21][CH2:20][C:19]([C:1]#[N:2])([N:4]2[CH2:9][CH2:8][CH2:7][CH2:6][CH2:5]2)[CH2:18][CH2:17]1)(=[O:15])=[O:14])[CH2:11][CH3:12], predict the reactants needed to synthesize it. The reactants are: [C-:1]#[N:2].[Na+].[NH:4]1[CH2:9][CH2:8][CH2:7][CH2:6][CH2:5]1.[CH2:10]([S:13]([N:16]1[CH2:21][CH2:20][C:19](=O)[CH2:18][CH2:17]1)(=[O:15])=[O:14])[CH2:11][CH3:12].[OH-].[Na+]. (6) Given the product [O:11]=[C:12]1[CH2:17][N:16]([C:18]([O:20][CH2:21][C:22]2[CH:27]=[CH:26][CH:25]=[CH:24][CH:23]=2)=[O:19])[C@H:15]([C:28]([O:30][CH2:31][C:32]2[CH:37]=[CH:36][CH:35]=[CH:34][CH:33]=2)=[O:29])[C@@H:14]([C:38]([O:40][C:41]([CH3:44])([CH3:43])[CH3:42])=[O:39])[CH2:13]1, predict the reactants needed to synthesize it. The reactants are: C(Cl)(=O)C(Cl)=O.CS(C)=O.[OH:11][CH:12]1[CH2:17][N:16]([C:18]([O:20][CH2:21][C:22]2[CH:27]=[CH:26][CH:25]=[CH:24][CH:23]=2)=[O:19])[C@H:15]([C:28]([O:30][CH2:31][C:32]2[CH:37]=[CH:36][CH:35]=[CH:34][CH:33]=2)=[O:29])[C@@H:14]([C:38]([O:40][C:41]([CH3:44])([CH3:43])[CH3:42])=[O:39])[CH2:13]1.C(N(CC)CC)C. (7) Given the product [CH:1]1[N:2]=[CH:3][N:4]2[CH:9]([CH:10]3[CH2:18][CH2:17][CH:13]([C:14]([OH:16])=[O:15])[CH2:12][CH2:11]3)[CH2:8][CH2:7][CH2:6][C:5]=12, predict the reactants needed to synthesize it. The reactants are: [CH:1]1[N:2]=[CH:3][N:4]2[CH:9]([C:10]3[CH:18]=[CH:17][C:13]([C:14]([OH:16])=[O:15])=[CH:12][CH:11]=3)[CH2:8][CH2:7][CH2:6][C:5]=12. (8) Given the product [ClH:1].[CH3:8][NH:9][C:10]([CH:12]1[S:16][CH2:15][CH2:14][S:13]1)=[O:11], predict the reactants needed to synthesize it. The reactants are: [ClH:1].O1CCOCC1.[CH3:8][NH:9][C:10]([CH:12]1[S:16][CH2:15][CH2:14][S:13]1)=[O:11].